From a dataset of Reaction yield outcomes from USPTO patents with 853,638 reactions. Predict the reaction yield, written as a fraction of the theoretical maximum amount of product (1.0 means a 100% yield; for example, 0.34 means a 34% yield). (1) The reactants are C[Si]([N-][Si](C)(C)C)(C)C.[Na+].CCCCCC.[CH2:17]([C@H:24]1[CH2:28][O:27][C:26](=[O:29])[N:25]1[C:30](=[O:33])[CH2:31][CH3:32])[C:18]1[CH:23]=[CH:22][CH:21]=[CH:20][CH:19]=1.Br[CH2:35]/[CH:36]=[CH:37]/[CH2:38][O:39][CH2:40][C:41]1[CH:46]=[CH:45][CH:44]=[CH:43][CH:42]=1.[Cl-].[NH4+]. The catalyst is O1CCCC1. The product is [CH2:17]([C@H:24]1[CH2:28][O:27][C:26](=[O:29])[N:25]1[C:30](=[O:33])[C@H:31]([CH3:32])[CH2:35]/[CH:36]=[CH:37]/[CH2:38][O:39][CH2:40][C:41]1[CH:46]=[CH:45][CH:44]=[CH:43][CH:42]=1)[C:18]1[CH:19]=[CH:20][CH:21]=[CH:22][CH:23]=1. The yield is 0.690. (2) The reactants are [NH2:1][C:2]1[CH:9]=[CH:8][C:5]([C:6]#[N:7])=[C:4]([CH3:10])[N:3]=1.[C:11](N1C=CC=CC1=O)(N1C=CC=CC1=O)=[S:12]. The catalyst is ClCCl. The product is [N:1]([C:2]1[CH:9]=[CH:8][C:5]([C:6]#[N:7])=[C:4]([CH3:10])[N:3]=1)=[C:11]=[S:12]. The yield is 0.960.